Predict the reactants needed to synthesize the given product. From a dataset of Full USPTO retrosynthesis dataset with 1.9M reactions from patents (1976-2016). (1) Given the product [Cl:25][CH2:9][C:8]1[C:3]([C:2]([F:22])([F:21])[F:1])=[N:4][C:5]([C:11]2[CH:16]=[CH:15][C:14]([C:17]([F:20])([F:19])[F:18])=[CH:13][CH:12]=2)=[N:6][CH:7]=1, predict the reactants needed to synthesize it. The reactants are: [F:1][C:2]([F:22])([F:21])[C:3]1[C:8]([CH2:9]O)=[CH:7][N:6]=[C:5]([C:11]2[CH:16]=[CH:15][C:14]([C:17]([F:20])([F:19])[F:18])=[CH:13][CH:12]=2)[N:4]=1.S(Cl)([Cl:25])=O. (2) Given the product [ClH:16].[NH2:24][C:19]1[N:20]=[C:21]([N:7]2[C:8]3[C:13](=[CH:12][CH:11]=[C:10]([OH:14])[CH:9]=3)[C:5]3([CH2:4][N:3]([CH3:2])[CH2:15]3)[CH2:6]2)[C:22]([Cl:23])=[CH:17][N:18]=1, predict the reactants needed to synthesize it. The reactants are: Cl.[CH3:2][N:3]1[CH2:15][C:5]2([C:13]3[C:8](=[CH:9][C:10]([OH:14])=[CH:11][CH:12]=3)[NH:7][CH2:6]2)[CH2:4]1.[Cl:16][C:17]1[C:22]([Cl:23])=[CH:21][N:20]=[C:19]([NH2:24])[N:18]=1. (3) Given the product [F:1][C:2]1[CH:9]=[CH:8][C:5]([C:6](=[N:11][OH:12])[NH2:7])=[CH:4][CH:3]=1, predict the reactants needed to synthesize it. The reactants are: [F:1][C:2]1[CH:9]=[CH:8][C:5]([C:6]#[N:7])=[CH:4][CH:3]=1.Cl.[NH2:11][OH:12].C(=O)([O-])[O-].[K+].[K+]. (4) The reactants are: [NH:1]1[CH2:6][CH2:5][C:4]2([O:11][C:10](=[O:12])[NH:9][C:8]3[CH:13]=[CH:14][CH:15]=[CH:16][C:7]2=3)[CH2:3][CH2:2]1.[CH2:17]1[O:27][C:20]2([CH2:25][CH2:24][C:23](=O)[CH2:22][CH2:21]2)[O:19][CH2:18]1.C(O)(=O)C.C(O[BH-](OC(=O)C)OC(=O)C)(=O)C.[Na+]. Given the product [O:19]1[C:20]2([CH2:25][CH2:24][CH:23]([N:1]3[CH2:2][CH2:3][C:4]4([O:11][C:10](=[O:12])[NH:9][C:8]5[CH:13]=[CH:14][CH:15]=[CH:16][C:7]4=5)[CH2:5][CH2:6]3)[CH2:22][CH2:21]2)[O:27][CH2:17][CH2:18]1, predict the reactants needed to synthesize it. (5) Given the product [Br:9][C:10]1[CH:18]=[CH:17][C:13]([C:14]([N:5]2[CH2:6][CH2:7][C@H:3]([N:2]([CH3:8])[CH3:1])[CH2:4]2)=[O:15])=[C:12]([CH3:19])[CH:11]=1, predict the reactants needed to synthesize it. The reactants are: [CH3:1][N:2]([CH3:8])[C@H:3]1[CH2:7][CH2:6][NH:5][CH2:4]1.[Br:9][C:10]1[CH:18]=[CH:17][C:13]([C:14](O)=[O:15])=[C:12]([CH3:19])[CH:11]=1.